Dataset: Reaction yield outcomes from USPTO patents with 853,638 reactions. Task: Predict the reaction yield, written as a fraction of the theoretical maximum amount of product (1.0 means a 100% yield; for example, 0.34 means a 34% yield). (1) The reactants are [F:1][C:2]1[CH:3]=[C:4]([CH2:8][CH2:9][C:10]2[N:11](C3C=CC(NC4C=CC5C(=CC=CC=5)C=4NC(=O)CC(OCC)=O)=CC=3)[CH:12]=[CH:13][N:14]=2)[CH:5]=[CH:6][CH:7]=1.[N+](C1C2C(=CC=CC=2)C=CC=1NC1C=CC(N)=CC=1)([O-])=O.FC1C=CC=CC=1C[CH2:70][C:71](O)=[O:72].[O:74]=[C:75]([NH:81][C:82]1[C:91]2[C:86](=[CH:87][CH:88]=[CH:89][CH:90]=2)[CH:85]=[CH:84][C:83]=1[NH:92][C:93]1[CH:98]=[CH:97][CH:96]=[C:95](N2C(CCC3C=CC=CN=3)=NN=N2)[CH:94]=1)C(OCC)=O.N1C=CC=CC=1CCC1N(C2C=C(NC3C(N)=CC=C4C=3C=CC=C4)C=CC=2)N=NN=1.Cl.N1C=CC=CC=1CCC1N(C2C=C(N3C4C=CC5C=CC=CC=5C=4NC(=O)C3=O)C=CC=2)N=NN=1. No catalyst specified. The product is [F:1][C:2]1[CH:3]=[C:4]([CH2:8][CH2:9][C:10]2[N:11]([C:96]3[CH:97]=[CH:98][C:93]([N:92]4[C:71](=[O:72])[CH2:70][C:75](=[O:74])[NH:81][C:82]5[C:91]6[C:86]([CH:85]=[CH:84][C:83]4=5)=[CH:87][CH:88]=[CH:89][CH:90]=6)=[CH:94][CH:95]=3)[CH:12]=[CH:13][N:14]=2)[CH:5]=[CH:6][CH:7]=1. The yield is 0.440. (2) The yield is 0.630. The product is [N+:1]([C:4]1[CH:5]=[N:6][CH:7]=[CH:8][C:9]=1[C:10]1[CH2:15][CH2:14][CH2:13][CH:12]([N:40]2[C:36](=[O:46])[C:37]3[C:38](=[CH:42][CH:43]=[CH:44][CH:45]=3)[C:39]2=[O:41])[CH:11]=1)([O-:3])=[O:2]. The catalyst is C1COCC1. The reactants are [N+:1]([C:4]1[CH:5]=[N:6][CH:7]=[CH:8][C:9]=1[C:10]1[CH2:15][CH2:14][CH2:13][CH:12](O)[CH:11]=1)([O-:3])=[O:2].C1(P(C2C=CC=CC=2)C2C=CC=CC=2)C=CC=CC=1.[C:36]1(=[O:46])[NH:40][C:39](=[O:41])[C:38]2=[CH:42][CH:43]=[CH:44][CH:45]=[C:37]12.N(/C(OC(C)(C)C)=O)=N\C(OC(C)(C)C)=O. (3) The reactants are [O:1]1[C:3]2([CH2:6][N:5]([C:7]([O:9][CH2:10][C:11]3[CH:16]=[CH:15][CH:14]=[CH:13][CH:12]=3)=[O:8])[CH2:4]2)[CH2:2]1.[NH3:17].[C:18]([O:22][C:23]([O:25]C(OC(C)(C)C)=O)=O)([CH3:21])([CH3:20])[CH3:19]. The catalyst is C1COCC1. The product is [CH3:19][C:18]([O:22][C:23]([NH:17][CH2:2][C:3]1([OH:1])[CH2:6][N:5]([C:7]([O:9][CH2:10][C:11]2[CH:16]=[CH:15][CH:14]=[CH:13][CH:12]=2)=[O:8])[CH2:4]1)=[O:25])([CH3:21])[CH3:20]. The yield is 0.0700. (4) The reactants are Cl[C:2]1[C:11]2[C:6](=[CH:7][CH:8]=[CH:9][CH:10]=2)[CH:5]=[C:4]([C:12]2[CH:17]=[CH:16][CH:15]=[CH:14][C:13]=2[C:18]([F:21])([F:20])[F:19])[N:3]=1.[NH:22]1[C:30]2[C:25](=[CH:26][CH:27]=[CH:28][CH:29]=2)[C:24]([NH2:31])=[N:23]1. The catalyst is C(O)C. The product is [NH:22]1[C:30]2[C:25](=[CH:26][CH:27]=[CH:28][CH:29]=2)[C:24]([NH:31][C:2]2[C:11]3[C:6](=[CH:7][CH:8]=[CH:9][CH:10]=3)[CH:5]=[C:4]([C:12]3[CH:17]=[CH:16][CH:15]=[CH:14][C:13]=3[C:18]([F:21])([F:20])[F:19])[N:3]=2)=[N:23]1. The yield is 0.270.